From a dataset of Reaction yield outcomes from USPTO patents with 853,638 reactions. Predict the reaction yield, written as a fraction of the theoretical maximum amount of product (1.0 means a 100% yield; for example, 0.34 means a 34% yield). (1) The reactants are [C:1]1([CH3:16])[CH:6]=[CH:5][C:4]([C:7]2[CH:15]=[CH:14][CH:13]=[CH:12][C:8]=2[C:9]([NH2:11])=O)=[CH:3][CH:2]=1.S(Cl)(Cl)=O. No catalyst specified. The product is [C:1]1([CH3:16])[CH:6]=[CH:5][C:4]([C:7]2[CH:15]=[CH:14][CH:13]=[CH:12][C:8]=2[C:9]#[N:11])=[CH:3][CH:2]=1. The yield is 0.640. (2) The reactants are [C:1]([O:5][C:6]([N:8]1[CH2:13][CH2:12][CH2:11][C@H:10]([NH:14][CH2:15][C:16]2[CH:17]=[C:18]3[C:22](=[CH:23][C:24]=2[O:25][CH3:26])[CH2:21][O:20][CH:19]3[C:27]([F:30])([F:29])[F:28])[C@@H:9]1[C:31]1[CH:36]=[CH:35][CH:34]=[CH:33][CH:32]=1)=[O:7])([CH3:4])([CH3:3])[CH3:2].COC1C=C2C(C([C:48]([F:51])([F:50])[F:49])([C:48]([F:51])([F:50])[F:49])OC2)=CC=1C=O. No catalyst specified. The product is [C:1]([O:5][C:6]([N:8]1[CH2:13][CH2:12][CH2:11][C@H:10]([NH:14][CH2:15][C:16]2[CH:17]=[C:18]3[C:22](=[CH:23][C:24]=2[O:25][CH3:26])[CH2:21][O:20][C:19]3([C:48]([F:51])([F:50])[F:49])[C:27]([F:30])([F:28])[F:29])[C@@H:9]1[C:31]1[CH:32]=[CH:33][CH:34]=[CH:35][CH:36]=1)=[O:7])([CH3:4])([CH3:2])[CH3:3]. The yield is 0.933. (3) The reactants are C([Li])CCC.[Br:6][C:7]1[CH:12]=[CH:11][CH:10]=[C:9]([Br:13])[C:8]=1[C:14]1[C:19](Br)=[CH:18][CH:17]=[CH:16][C:15]=1[Br:21].CO.O. The catalyst is O1CCCC1. The product is [Br:6][C:7]1[CH:12]=[CH:11][CH:10]=[C:9]([Br:13])[C:8]=1[C:14]1[CH:19]=[CH:18][CH:17]=[CH:16][C:15]=1[Br:21]. The yield is 0.910.